Dataset: Reaction yield outcomes from USPTO patents with 853,638 reactions. Task: Predict the reaction yield, written as a fraction of the theoretical maximum amount of product (1.0 means a 100% yield; for example, 0.34 means a 34% yield). (1) The reactants are N(OCCC(C)C)=O.[Cl-:9].[Li+].N[C:12]1[C:13]([O:24][CH3:25])=[CH:14][C:15]([Cl:23])=[C:16]2[C:21]=1[C:20](=[O:22])[NH:19][CH2:18][CH2:17]2. The catalyst is C(#N)C.[Cu](Cl)Cl. The product is [Cl:23][C:15]1[CH:14]=[C:13]([O:24][CH3:25])[C:12]([Cl:9])=[C:21]2[C:16]=1[CH2:17][CH2:18][NH:19][C:20]2=[O:22]. The yield is 0.920. (2) The product is [F:20][C:19]1[CH:18]=[CH:17][CH:16]=[C:15]([O:21][C:4]2[CH:9]=[CH:8][C:7]([N+:10]([O-:12])=[O:11])=[CH:6][CH:5]=2)[C:14]=1[F:13]. The reactants are [H-].[Na+].F[C:4]1[CH:9]=[CH:8][C:7]([N+:10]([O-:12])=[O:11])=[CH:6][CH:5]=1.[F:13][C:14]1[C:19]([F:20])=[CH:18][CH:17]=[CH:16][C:15]=1[OH:21]. The yield is 0.840. The catalyst is CN(C)C=O.Cl[Cu]. (3) The reactants are [CH2:1]([N:5]1[CH:10]=[CH:9][C:8](O)=[C:7]([C:12]#[N:13])[C:6]1=[O:14])[CH2:2][CH2:3][CH3:4].P(Br)(Br)([Br:17])=O. The catalyst is CN(C=O)C. The product is [Br:17][C:8]1[CH:9]=[CH:10][N:5]([CH2:1][CH2:2][CH2:3][CH3:4])[C:6](=[O:14])[C:7]=1[C:12]#[N:13]. The yield is 0.720. (4) The product is [IH:27].[NH2:1][CH2:4][CH2:5][CH2:6][NH:7][C:8]1[C:9]([C:13]2[N:17]([C:18]3[CH:23]=[CH:22][C:21]([F:24])=[C:20]([Br:25])[CH:19]=3)[C:16](=[O:26])[O:15][N:14]=2)=[N:10][O:11][N:12]=1. The catalyst is CO.O. The reactants are [N:1]([CH2:4][CH2:5][CH2:6][NH:7][C:8]1[C:9]([C:13]2[N:17]([C:18]3[CH:23]=[CH:22][C:21]([F:24])=[C:20]([Br:25])[CH:19]=3)[C:16](=[O:26])[O:15][N:14]=2)=[N:10][O:11][N:12]=1)=[N+]=[N-].[I-:27].[Na+].Cl[Si](C)(C)C.S([O-])([O-])(=O)=S.[Na+].[Na+]. The yield is 0.930. (5) The reactants are [NH2:1][CH2:2][C:3]([OH:5])=[O:4].C[N+:7]([CH3:10])(C)C.[OH-].[C:12](#[N:15])[CH:13]=[CH2:14].Cl.[CH3:17][C:18](C)=O. The catalyst is O. The product is [C:12]([CH2:13][CH2:14][N:1]([CH2:17][CH2:18][C:10]#[N:7])[CH2:2][C:3]([OH:5])=[O:4])#[N:15]. The yield is 0.993.